Dataset: Reaction yield outcomes from USPTO patents with 853,638 reactions. Task: Predict the reaction yield, written as a fraction of the theoretical maximum amount of product (1.0 means a 100% yield; for example, 0.34 means a 34% yield). The reactants are [BH4-].[Na+].[C:3]([O:7][C:8]([NH:10][C:11]1[S:15][C:14]([C:16](OCC)=[O:17])=[N:13][CH:12]=1)=[O:9])([CH3:6])([CH3:5])[CH3:4]. The yield is 0.848. The product is [OH:17][CH2:16][C:14]1[S:15][C:11]([NH:10][C:8](=[O:9])[O:7][C:3]([CH3:5])([CH3:4])[CH3:6])=[CH:12][N:13]=1. The catalyst is CO.